This data is from Catalyst prediction with 721,799 reactions and 888 catalyst types from USPTO. The task is: Predict which catalyst facilitates the given reaction. (1) Reactant: C(OC([N:8]1[CH:17]([CH:18]([OH:36])[CH:19]([O:21][C:22](=[O:35])[CH:23]([NH:27]C(OC(C)(C)C)=O)[CH:24]([CH3:26])[CH3:25])[CH3:20])[CH2:16][NH:15][C:14]2[NH:13][C:12]([NH2:37])=[N:11][C:10](=[O:38])[C:9]1=2)=O)(C)(C)C.[ClH:39].O1CCOCC1. Product: [ClH:39].[ClH:39].[NH2:37][C:12]1[NH:11][C:10](=[O:38])[C:9]2[NH:8][CH:17]([CH:18]([OH:36])[CH:19]([O:21][C:22](=[O:35])[CH:23]([NH2:27])[CH:24]([CH3:25])[CH3:26])[CH3:20])[CH2:16][NH:15][C:14]=2[N:13]=1. The catalyst class is: 12. (2) Reactant: [C:1]([O:5][C:6](=[O:17])[N:7]([C@@H:9]1[CH2:13][CH2:12][C@H:11]([C:14](=[O:16])[NH2:15])[CH2:10]1)[CH3:8])([CH3:4])([CH3:3])[CH3:2].Cl[CH2:19][C:20](=O)[CH3:21]. Product: [C:1]([O:5][C:6](=[O:17])[N:7]([CH3:8])[C@@H:9]1[CH2:13][CH2:12][C@H:11]([C:14]2[O:16][CH:19]=[C:20]([CH3:21])[N:15]=2)[CH2:10]1)([CH3:4])([CH3:2])[CH3:3]. The catalyst class is: 8. (3) The catalyst class is: 36. Reactant: C[O:2][C:3](=[O:34])[CH:4]([NH:19][S:20]([C:23]1[CH:28]=[CH:27][C:26]([O:29][CH2:30][C:31]#[C:32][CH3:33])=[CH:25][CH:24]=1)(=[O:22])=[O:21])[C:5]1[CH:10]=[CH:9][C:8]([O:11][CH2:12][CH2:13][N:14]2[CH2:18][CH2:17][CH2:16][CH2:15]2)=[CH:7][CH:6]=1.[OH-].[Na+]. Product: [CH2:30]([O:29][C:26]1[CH:27]=[CH:28][C:23]([S:20]([NH:19][CH:4]([C:5]2[CH:10]=[CH:9][C:8]([O:11][CH2:12][CH2:13][N:14]3[CH2:15][CH2:16][CH2:17][CH2:18]3)=[CH:7][CH:6]=2)[C:3]([OH:34])=[O:2])(=[O:21])=[O:22])=[CH:24][CH:25]=1)[C:31]#[C:32][CH3:33].